From a dataset of Forward reaction prediction with 1.9M reactions from USPTO patents (1976-2016). Predict the product of the given reaction. (1) Given the reactants [C:1]1([C:11]([OH:13])=[O:12])[C:10]2[C:5](=[CH:6][CH:7]=[CH:8][CH:9]=2)[CH:4]=[CH:3][CH:2]=1.[CH:14](Br)([CH3:16])[CH3:15], predict the reaction product. The product is: [CH:14]([O:12][C:11]([C:1]1[C:10]2[C:5](=[CH:6][CH:7]=[CH:8][CH:9]=2)[CH:4]=[CH:3][CH:2]=1)=[O:13])([CH3:16])[CH3:15]. (2) Given the reactants C1(C[NH:8][CH:9]([C@:18]2([CH2:33][OH:34])[O:22][C@@H:21]([N:23]3[CH:31]=[C:29]([CH3:30])[C:27](=[O:28])[NH:26][C:24]3=[O:25])[CH2:20][C@@H:19]2[OH:32])NCC2C=CC=CC=2)C=CC=CC=1.C(O)(=O)C, predict the reaction product. The product is: [NH2:8][CH2:9][C@:18]1([CH2:33][OH:34])[O:22][C@@H:21]([N:23]2[CH:31]=[C:29]([CH3:30])[C:27](=[O:28])[NH:26][C:24]2=[O:25])[CH2:20][C@@H:19]1[OH:32]. (3) Given the reactants [C:1]([O:5][C:6]([N:8]1[CH2:13][CH:12]=[C:11]([C:14]2[C:19]([NH2:20])=[N:18][CH:17]=[C:16](Br)[N:15]=2)[CH2:10][CH2:9]1)=[O:7])([CH3:4])([CH3:3])[CH3:2].[C:22]([C:24]1[CH:25]=[N:26][C:27]([NH:42][CH2:43][C:44]2[CH:49]=[CH:48][C:47](B3OC(C)(C)C(C)(C)O3)=[CH:46][CH:45]=2)=[C:28]([CH:41]=1)[C:29]([NH:31][C@H:32]([C:34]1[CH:39]=[CH:38][C:37]([F:40])=[CH:36][CH:35]=1)[CH3:33])=[O:30])#[N:23].O1CCOCC1.C(=O)(O)[O-].[Na+].O, predict the reaction product. The product is: [C:1]([O:5][C:6]([N:8]1[CH2:13][CH:12]=[C:11]([C:14]2[C:19]([NH2:20])=[N:18][CH:17]=[C:16]([C:47]3[CH:48]=[CH:49][C:44]([CH2:43][NH:42][C:27]4[C:28]([C:29](=[O:30])[NH:31][C@H:32]([C:34]5[CH:35]=[CH:36][C:37]([F:40])=[CH:38][CH:39]=5)[CH3:33])=[CH:41][C:24]([C:22]#[N:23])=[CH:25][N:26]=4)=[CH:45][CH:46]=3)[N:15]=2)[CH2:10][CH2:9]1)=[O:7])([CH3:4])([CH3:3])[CH3:2]. (4) Given the reactants [CH3:1][NH:2][C:3]1[CH:8]=[CH:7][C:6]([N:9]2[C:15](=[O:16])[CH2:14][C:13](=[O:17])[NH:12][C:11]3[C:18]4[C:23]([CH:24]=[CH:25][C:10]2=3)=[CH:22][CH:21]=[CH:20][CH:19]=4)=[CH:5][CH:4]=1.C([C:28]1[CH:38]=[CH:37][CH:36]=[CH:35][C:29]=1[CH2:30][S:31](Cl)(=[O:33])=[O:32])C, predict the reaction product. The product is: [CH2:19]([C:18]1[CH:23]=[CH:24][CH:25]=[CH:10][C:11]=1[C:29]1([CH2:30][S:31]([N:2]([C:3]2[CH:4]=[CH:5][C:6]([N:9]3[C:15](=[O:16])[CH2:14][C:13](=[O:17])[NH:12][C:11]4[C:18]5[C:23]([CH:24]=[CH:25][C:10]3=4)=[CH:22][CH:21]=[CH:20][CH:19]=5)=[CH:7][CH:8]=2)[CH3:1])(=[O:32])=[O:33])[CH:28]=[CH:38][CH:37]=[CH:36][CH2:35]1)[CH3:20]. (5) Given the reactants [CH:1]1([NH:4][C:5](=[O:30])[C:6]2[CH:11]=[CH:10][C:9]([CH3:12])=[C:8]([NH:13][C:14](=[O:29])[C:15]3[CH:20]=[CH:19][C:18]([O:21][CH2:22][C:23]4[CH:28]=[CH:27][CH:26]=[CH:25][N:24]=4)=[CH:17][CH:16]=3)[CH:7]=2)[CH2:3][CH2:2]1.[ClH:31], predict the reaction product. The product is: [ClH:31].[CH:1]1([NH:4][C:5](=[O:30])[C:6]2[CH:11]=[CH:10][C:9]([CH3:12])=[C:8]([NH:13][C:14](=[O:29])[C:15]3[CH:20]=[CH:19][C:18]([O:21][CH2:22][C:23]4[CH:28]=[CH:27][CH:26]=[CH:25][N:24]=4)=[CH:17][CH:16]=3)[CH:7]=2)[CH2:2][CH2:3]1. (6) The product is: [CH2:1]([O:3][C:4](=[O:25])[C:5]([O:8][C:9]1[CH:14]=[C:13]([OH:15])[CH:12]=[CH:11][C:10]=1[CH3:23])([CH3:6])[CH3:7])[CH3:2]. Given the reactants [CH2:1]([O:3][C:4](=[O:25])[C:5]([O:8][C:9]1[CH:14]=[C:13]([O:15]CC2C=CC=CC=2)[CH:12]=[CH:11][C:10]=1[CH:23]=O)([CH3:7])[CH3:6])[CH3:2].C(OC1C=CC(C=O)=C(O)C=1)C1C=CC=CC=1.C(CC(Br)(C)C([O-])=O)C, predict the reaction product. (7) Given the reactants [CH3:1][CH2:2][CH2:3][CH2:4][CH2:5][CH2:6][CH2:7][CH2:8][CH2:9][CH2:10][CH2:11][CH2:12][CH2:13][CH2:14][CH2:15][C:16]([O:18][CH2:19]/[CH:20]=[C:21](/[CH:23]=[CH:24]/[CH:25]=[C:26](/[CH:28]=[CH:29]/[C:30]1[C:35]([CH3:37])([CH3:36])[CH2:34][CH2:33][CH2:32][C:31]=1[CH3:38])\[CH3:27])\[CH3:22])=[O:17], predict the reaction product. The product is: [CH3:38][C:31]1[CH2:32][CH2:33][CH2:34][C:35]([CH3:36])([CH3:37])[C:30]=1/[CH:29]=[CH:28]/[C:26](/[CH3:27])=[CH:25]/[CH:24]=[CH:23]/[C:21](/[CH3:22])=[CH:20]/[CH:19]=[O:18].[C:16]([O-:18])(=[O:17])[CH2:15][CH2:14][CH2:13][CH2:12][CH2:11][CH2:10][CH2:9][CH2:8][CH2:7][CH2:6][CH2:5][CH2:4][CH2:3][CH2:2][CH3:1]. (8) The product is: [N:29]1([C:33]2[N:34]([C:16]3[N:15]=[C:14]4[C:19]([N:20]=[C:12]([CH2:11][N:8]5[CH2:9][CH2:10][N:5]([C:1]([CH3:2])([CH3:3])[CH3:4])[CH2:6][CH2:7]5)[N:13]4[CH3:28])=[C:18]([N:21]4[CH2:26][CH2:25][O:24][CH2:23][CH2:22]4)[N:17]=3)[C:35]3[CH:41]=[CH:40][CH:39]=[CH:38][C:36]=3[N:37]=2)[CH2:32][CH2:31][CH2:30]1. Given the reactants [C:1]([N:5]1[CH2:10][CH2:9][N:8]([CH2:11][C:12]2[N:13]([CH3:28])[C:14]3[C:19]([N:20]=2)=[C:18]([N:21]2[CH2:26][CH2:25][O:24][CH2:23][CH2:22]2)[N:17]=[C:16](Cl)[N:15]=3)[CH2:7][CH2:6]1)([CH3:4])([CH3:3])[CH3:2].[N:29]1([C:33]2[NH:37][C:36]3[CH:38]=[CH:39][CH:40]=[CH:41][C:35]=3[N:34]=2)[CH2:32][CH2:31][CH2:30]1, predict the reaction product. (9) Given the reactants CC1C=CC(S(O[CH2:12][CH:13]2[CH2:17][C:16]3[CH:18]=[C:19]([Cl:30])[CH:20]=[C:21]([C:22]4[C:27]([CH3:28])=[CH:26][CH:25]=[CH:24][C:23]=4[CH3:29])[C:15]=3[O:14]2)(=O)=O)=CC=1.[NH2:31][CH2:32][CH:33]1[CH2:35][CH2:34]1, predict the reaction product. The product is: [Cl:30][C:19]1[CH:20]=[C:21]([C:22]2[C:27]([CH3:28])=[CH:26][CH:25]=[CH:24][C:23]=2[CH3:29])[C:15]2[O:14][CH:13]([CH2:12][NH:31][CH2:32][CH:33]3[CH2:35][CH2:34]3)[CH2:17][C:16]=2[CH:18]=1. (10) Given the reactants [OH:1][C:2]1[CH:7]=[CH:6][C:5]([C:8]([N:10]2[CH2:14][CH2:13][CH2:12][C@H:11]2[CH2:15][N:16]2[CH2:20][CH2:19][CH2:18][CH2:17]2)=[O:9])=[CH:4][CH:3]=1.Cl[CH2:22][C:23]1[CH:32]=[CH:31][C:26]([C:27]([NH:29][CH3:30])=[O:28])=[CH:25][CH:24]=1, predict the reaction product. The product is: [CH3:30][NH:29][C:27](=[O:28])[C:26]1[CH:31]=[CH:32][C:23]([CH2:22][O:1][C:2]2[CH:7]=[CH:6][C:5]([C:8]([N:10]3[CH2:14][CH2:13][CH2:12][C@H:11]3[CH2:15][N:16]3[CH2:17][CH2:18][CH2:19][CH2:20]3)=[O:9])=[CH:4][CH:3]=2)=[CH:24][CH:25]=1.